This data is from Forward reaction prediction with 1.9M reactions from USPTO patents (1976-2016). The task is: Predict the product of the given reaction. (1) Given the reactants C[C:2]([CH2:6][CH2:7][CH2:8][CH2:9][CH2:10][CH2:11][CH2:12]CC)=[CH:3][CH2:4][OH:5].[C:15](OCC)(=O)C, predict the reaction product. The product is: [CH3:15][C:4](=[O:5])[CH2:3][CH2:2][CH2:6][CH2:7][CH2:8][CH2:9][CH2:10][CH2:11][CH3:12]. (2) Given the reactants O[C:2]1([C:25]2[CH:30]=[CH:29][CH:28]=[CH:27][C:26]=2[O:31][CH3:32])[C:10]2[C:5](=[CH:6][CH:7]=[CH:8][CH:9]=2)[C:4]([C:11]2[CH:16]=[CH:15][C:14]3[O:17][CH2:18][O:19][C:13]=3[CH:12]=2)=[C:3]1[C:20]([O:22]CC)=[O:21].[Mg].BrC1C=CC=CC=1OC.COC1C=CC=CC=1[Mg]Br.C1OC2C=CC(C3C4C(=CC=CC=4)C(=O)C=3C(OCC)=O)=CC=2O1, predict the reaction product. The product is: [CH3:32][O:31][C:26]1[CH:27]=[CH:28][CH:29]=[CH:30][C:25]=1[CH:2]1[C:10]2[C:5](=[CH:6][CH:7]=[CH:8][CH:9]=2)[CH:4]([C:11]2[CH:16]=[CH:15][C:14]3[O:17][CH2:18][O:19][C:13]=3[CH:12]=2)[CH:3]1[C:20]([OH:22])=[O:21].